Dataset: Reaction yield outcomes from USPTO patents with 853,638 reactions. Task: Predict the reaction yield, written as a fraction of the theoretical maximum amount of product (1.0 means a 100% yield; for example, 0.34 means a 34% yield). (1) The reactants are [CH3:1][O:2][C:3]1[CH:4]=[C:5]([C:9]([C:11]2[NH:12][CH:13]=[C:14]([C:16]3[CH:21]=[CH:20][CH:19]=[CH:18][CH:17]=3)[N:15]=2)=[O:10])[CH:6]=[CH:7][CH:8]=1.C(=O)([O-])[O-].[K+].[K+].C1OCCOCCOCCOCCOCCOC1.[CH2:46](Br)[CH2:47][CH:48]=[CH2:49]. The catalyst is CN(C=O)C.O. The product is [CH2:49]([N:12]1[CH:13]=[C:14]([C:16]2[CH:21]=[CH:20][CH:19]=[CH:18][CH:17]=2)[N:15]=[C:11]1[C:9]([C:5]1[CH:6]=[CH:7][CH:8]=[C:3]([O:2][CH3:1])[CH:4]=1)=[O:10])[CH2:48][CH:47]=[CH2:46]. The yield is 0.930. (2) The reactants are [CH2:1]([O:8][C:9]([N:11]1[CH2:16][CH2:15][N:14]([C:17](=[O:25])[C@H:18]([OH:24])[CH2:19][C:20]([O:22]C)=O)[CH2:13][CH2:12]1)=[O:10])[C:2]1[CH:7]=[CH:6][CH:5]=[CH:4][CH:3]=1.[CH3:26][Mg+].[Br-]. The catalyst is C1COCC1. The product is [CH2:1]([O:8][C:9]([N:11]1[CH2:12][CH2:13][N:14]([C:17](=[O:25])[C@H:18]([OH:24])[CH2:19][C:20](=[O:22])[CH3:26])[CH2:15][CH2:16]1)=[O:10])[C:2]1[CH:3]=[CH:4][CH:5]=[CH:6][CH:7]=1. The yield is 0.150. (3) The reactants are C(N1[CH2:13][C@@H:12]([O:14][C:15]([CH3:18])([CH3:17])[CH3:16])[CH2:11][C@H](C(OC)=O)[C@H]1C(OCC1C=CC=CC=1)=O)C1C=CC=CC=1.[CH3:33]C(=C)C.C(N1C[C@@H](O)C[C@H](C(OC)=O)[C@H]1C(OCC1C=CC=CC=1)=O)C1C=CC=CC=1.S(=O)(=O)(O)O. No catalyst specified. The product is [C:15]([O:14][C:12]([CH3:11])([CH3:13])[CH3:33])([CH3:16])([CH3:17])[CH3:18]. The yield is 0.510. (4) The reactants are [F:1][C:2]1[CH:7]=[CH:6][CH:5]=[C:4]([F:8])[C:3]=1[OH:9].[Br:10]N1C(=O)CCC1=O. The catalyst is CN(C=O)C. The product is [Br:10][C:6]1[CH:7]=[C:2]([F:1])[C:3]([OH:9])=[C:4]([F:8])[CH:5]=1. The yield is 0.930. (5) The reactants are [NH:1]1[C:9]2[C:4](=[CH:5][CH:6]=[C:7]([C:10]([O:12][CH3:13])=[O:11])[CH:8]=2)[CH:3]=[CH:2]1.C([O-])([O-])=O.[K+].[K+].[C:20]1([S:26](Cl)(=[O:28])=[O:27])[CH:25]=[CH:24][CH:23]=[CH:22][CH:21]=1. The catalyst is CC(=O)CC. The product is [C:20]1([S:26]([N:1]2[C:9]3[C:4](=[CH:5][CH:6]=[C:7]([C:10]([O:12][CH3:13])=[O:11])[CH:8]=3)[CH:3]=[CH:2]2)(=[O:28])=[O:27])[CH:25]=[CH:24][CH:23]=[CH:22][CH:21]=1. The yield is 0.750. (6) The reactants are [CH3:1][O:2][C:3]1[C:4](=[O:25])[C:5]([CH3:24])=[C:6]([CH2:12][C:13]2[CH:18]=[CH:17][C:16]([CH:19]=[CH:20][C:21]([OH:23])=O)=[CH:15][CH:14]=2)[C:7](=[O:11])[C:8]=1[O:9][CH3:10].[NH:26]1[CH2:31][CH2:30][CH2:29][CH2:28][CH2:27]1. No catalyst specified. The product is [CH3:1][O:2][C:3]1[C:4](=[O:25])[C:5]([CH3:24])=[C:6]([CH2:12][C:13]2[CH:14]=[CH:15][C:16]([CH:19]=[CH:20][C:21]([N:26]3[CH2:31][CH2:30][CH2:29][CH2:28][CH2:27]3)=[O:23])=[CH:17][CH:18]=2)[C:7](=[O:11])[C:8]=1[O:9][CH3:10]. The yield is 0.540.